This data is from Forward reaction prediction with 1.9M reactions from USPTO patents (1976-2016). The task is: Predict the product of the given reaction. (1) Given the reactants P(Cl)(Cl)(Cl)=O.[Cl:6][C:7]1[CH:8]=[CH:9][C:10]2[NH:16][C:15](=O)[C:14]3=[CH:18][C:19]([S:21][CH3:22])=[CH:20][N:13]3[CH2:12][C:11]=2[CH:23]=1.C(=O)([O-])[O-].[Cs+].[Cs+].[NH:30]1[CH2:35][CH2:34][NH:33][CH2:32][CH2:31]1.[Cl-].[NH4+], predict the reaction product. The product is: [Cl:6][C:7]1[CH:8]=[CH:9][C:10]2[N:16]=[C:15]([N:30]3[CH2:35][CH2:34][NH:33][CH2:32][CH2:31]3)[C:14]3=[CH:18][C:19]([S:21][CH3:22])=[CH:20][N:13]3[CH2:12][C:11]=2[CH:23]=1. (2) Given the reactants C([O:3][C:4](=[O:39])[CH2:5][C:6]1[CH:11]=[CH:10][C:9]([O:12][CH3:13])=[C:8]([O:14][C:15]2[CH:20]=[CH:19][C:18]([C:21]([F:24])([F:23])[F:22])=[CH:17][C:16]=2[CH2:25][N:26]2[C@@H:30]([CH3:31])[C@@H:29]([C:32]3[CH:37]=[CH:36][CH:35]=[CH:34][CH:33]=3)[O:28][C:27]2=[O:38])[CH:7]=1)C.[OH-].[Li+].Cl, predict the reaction product. The product is: [CH3:13][O:12][C:9]1[CH:10]=[CH:11][C:6]([CH2:5][C:4]([OH:39])=[O:3])=[CH:7][C:8]=1[O:14][C:15]1[CH:20]=[CH:19][C:18]([C:21]([F:23])([F:24])[F:22])=[CH:17][C:16]=1[CH2:25][N:26]1[C@@H:30]([CH3:31])[C@@H:29]([C:32]2[CH:33]=[CH:34][CH:35]=[CH:36][CH:37]=2)[O:28][C:27]1=[O:38]. (3) Given the reactants [CH2:1]([O:8][C:9]([N:11]1[CH2:16][CH2:15][NH:14][CH2:13][CH2:12]1)=[O:10])[C:2]1[CH:7]=[CH:6][CH:5]=[CH:4][CH:3]=1.[C:17]1([N:23]=[C:24]=[S:25])[CH:22]=[CH:21][CH:20]=[CH:19][CH:18]=1, predict the reaction product. The product is: [NH:23]([C:24]([N:14]1[CH2:15][CH2:16][N:11]([C:9]([O:8][CH2:1][C:2]2[CH:7]=[CH:6][CH:5]=[CH:4][CH:3]=2)=[O:10])[CH2:12][CH2:13]1)=[S:25])[C:17]1[CH:22]=[CH:21][CH:20]=[CH:19][CH:18]=1. (4) Given the reactants [CH3:1][C:2]1[CH:19]=[CH:18][C:5]2[N:6]([C:9]3[CH:10]=[C:11]([CH:15]=[CH:16][CH:17]=3)[C:12]([OH:14])=O)[CH:7]=[N:8][C:4]=2[CH:3]=1.Cl.[NH2:21][CH2:22][C:23]1[CH:33]=[CH:32][C:31]([C:34]#[N:35])=[CH:30][C:24]=1[O:25][CH2:26][C:27]([NH2:29])=[O:28], predict the reaction product. The product is: [C:27]([CH2:26][O:25][C:24]1[CH:30]=[C:31]([C:34]#[N:35])[CH:32]=[CH:33][C:23]=1[CH2:22][NH:21][C:12](=[O:14])[C:11]1[CH:15]=[CH:16][CH:17]=[C:9]([N:6]2[C:5]3[CH:18]=[CH:19][C:2]([CH3:1])=[CH:3][C:4]=3[N:8]=[CH:7]2)[CH:10]=1)(=[O:28])[NH2:29]. (5) Given the reactants [CH:1]([C:3]1[CH:4]=[C:5]2[C:9](=[CH:10][CH:11]=1)[NH:8][C:7](C(N)=O)=[C:6]2SC1C=CC=CC=1)=[O:2].[CH3:22]I, predict the reaction product. The product is: [CH:1]([C:3]1[CH:4]=[C:5]2[C:9](=[CH:10][CH:11]=1)[N:8]([CH3:22])[CH:7]=[CH:6]2)=[O:2]. (6) Given the reactants Br[CH2:2][CH2:3][C:4]([O:6][CH2:7][CH3:8])=[O:5].[F:9][C:10]([F:19])([F:18])[C:11]1[CH:12]=[C:13]([NH2:17])[CH:14]=[CH:15][CH:16]=1.C([O-])([O-])=O.[K+].[K+], predict the reaction product. The product is: [F:9][C:10]([F:18])([F:19])[C:11]1[CH:12]=[C:13]([CH:14]=[CH:15][CH:16]=1)[NH:17][CH2:2][CH2:3][C:4]([O:6][CH2:7][CH3:8])=[O:5]. (7) Given the reactants C(O[C:6]([C:8]1[CH:18]=[C:17]([O:19][CH2:20][C:21]2[CH:26]=[CH:25][CH:24]=[CH:23][CH:22]=2)[C:11]2[CH2:12][CH:13]([CH2:15][OH:16])[O:14][C:10]=2[CH:9]=1)=[O:7])(C)(C)C.[NH2:27][C:28]1[CH:32]=[CH:31][N:30]([CH3:33])[N:29]=1, predict the reaction product. The product is: [CH3:33][N:30]1[CH:31]=[CH:32][C:28]([NH:27][C:6]([C:8]2[CH:18]=[C:17]([O:19][CH2:20][C:21]3[CH:26]=[CH:25][CH:24]=[CH:23][CH:22]=3)[C:11]3[CH2:12][CH:13]([CH2:15][OH:16])[O:14][C:10]=3[CH:9]=2)=[O:7])=[N:29]1. (8) Given the reactants [CH:1]1[C:13]2[NH:12][C:11]3[C:6](=[CH:7][CH:8]=[CH:9][CH:10]=3)[C:5]=2[CH:4]=[CH:3][CH:2]=1.I[C:15]1[CH:20]=[CH:19][C:18]([O:21][CH3:22])=[CH:17][CH:16]=1.C1OCCOCCOCCOCCOCCOC1.C(=O)([O-])[O-].[K+].[K+], predict the reaction product. The product is: [CH3:22][O:21][C:18]1[CH:19]=[CH:20][C:15]([N:12]2[C:11]3[CH:10]=[CH:9][CH:8]=[CH:7][C:6]=3[C:5]3[C:13]2=[CH:1][CH:2]=[CH:3][CH:4]=3)=[CH:16][CH:17]=1.